This data is from Forward reaction prediction with 1.9M reactions from USPTO patents (1976-2016). The task is: Predict the product of the given reaction. (1) Given the reactants [Cl:1][C:2]1[CH:3]=[C:4]([CH2:9][C:10]([OH:12])=[O:11])[CH:5]=[CH:6][C:7]=1[OH:8].Cl.[CH3:14]O, predict the reaction product. The product is: [CH3:14][O:11][C:10](=[O:12])[CH2:9][C:4]1[CH:5]=[CH:6][C:7]([OH:8])=[C:2]([Cl:1])[CH:3]=1. (2) Given the reactants C(=O)([O-])[O-].[K+].[K+].CN(C)C=O.[C:12]([OH:17])(=[O:16])[C:13]([CH3:15])=[CH2:14].Cl[CH2:19][C:20]([N:22]1[C:28](=[O:29])[CH:27]2[CH:23]1[CH2:24][CH2:25][CH2:26]2)=[O:21], predict the reaction product. The product is: [C:12]([O:17][CH2:19][C:20]([N:22]1[C:28](=[O:29])[CH:27]2[CH:23]1[CH2:24][CH2:25][CH2:26]2)=[O:21])(=[O:16])[C:13]([CH3:15])=[CH2:14]. (3) Given the reactants [CH2:1]([N:8]=[C:9]=[O:10])[C:2]1[CH:7]=[CH:6][CH:5]=[CH:4][CH:3]=1.[CH3:11][NH:12][NH2:13].CO, predict the reaction product. The product is: [CH2:1]([NH:8][C:9](=[O:10])[N:12]([CH3:11])[NH2:13])[C:2]1[CH:7]=[CH:6][CH:5]=[CH:4][CH:3]=1. (4) Given the reactants [F:1][C:2]1[CH:3]=[C:4]([OH:10])[CH:5]=[CH:6][C:7]=1[O:8][CH3:9].C([Mg]Cl)(C)C.[C:16]1([CH:22]([C:34]2[CH:39]=[CH:38][CH:37]=[CH:36][CH:35]=2)[N:23]2[C:31]3[C:26](=[CH:27][CH:28]=[CH:29][CH:30]=3)[C:25](=[O:32])[C:24]2=[O:33])[CH:21]=[CH:20][CH:19]=[CH:18][CH:17]=1, predict the reaction product. The product is: [C:34]1([CH:22]([C:16]2[CH:21]=[CH:20][CH:19]=[CH:18][CH:17]=2)[N:23]2[C:31]3[C:26](=[CH:27][CH:28]=[CH:29][CH:30]=3)[C:25]([C:5]3[CH:6]=[C:7]([O:8][CH3:9])[C:2]([F:1])=[CH:3][C:4]=3[OH:10])([OH:32])[C:24]2=[O:33])[CH:35]=[CH:36][CH:37]=[CH:38][CH:39]=1.